This data is from Forward reaction prediction with 1.9M reactions from USPTO patents (1976-2016). The task is: Predict the product of the given reaction. (1) Given the reactants [CH2:1]([O:3][CH:4]([CH2:10][C:11]1[CH:16]=[CH:15][C:14]([OH:17])=[CH:13][CH:12]=1)[C:5]([O:7][CH2:8][CH3:9])=[O:6])[CH3:2].P([O-])([O-])([O-])=O.C([O-])(=O)CC(CC([O-])=O)(C([O-])=O)O.P([O-])([O-])([O-])=O, predict the reaction product. The product is: [CH2:1]([O:3][C@@H:4]([CH2:10][C:11]1[CH:12]=[CH:13][C:14]([OH:17])=[CH:15][CH:16]=1)[C:5]([OH:7])=[O:6])[CH3:2].[CH2:1]([O:3][C@H:4]([CH2:10][C:11]1[CH:12]=[CH:13][C:14]([OH:17])=[CH:15][CH:16]=1)[C:5]([O:7][CH2:8][CH3:9])=[O:6])[CH3:2]. (2) Given the reactants [F:1][C:2]1[CH:7]=[CH:6][C:5]([N:8]2[C:12]3[CH:13]=[C:14]4[C@:19]([C:21](=[O:32])[C:22]5[CH:27]=[C:26]([C:28]([F:31])([F:30])[F:29])[CH:25]=[CH:24][N:23]=5)([CH2:20][C:11]=3[CH:10]=[N:9]2)[CH2:18][N:17](C(OC(C)(C)C)=O)[CH2:16][CH2:15]4)=[CH:4][CH:3]=1.O1CCOCC1.CO.ClCCl, predict the reaction product. The product is: [F:1][C:2]1[CH:7]=[CH:6][C:5]([N:8]2[C:12]3[CH:13]=[C:14]4[C@:19]([C:21]([C:22]5[CH:27]=[C:26]([C:28]([F:31])([F:29])[F:30])[CH:25]=[CH:24][N:23]=5)=[O:32])([CH2:20][C:11]=3[CH:10]=[N:9]2)[CH2:18][NH:17][CH2:16][CH2:15]4)=[CH:4][CH:3]=1. (3) Given the reactants I[CH3:2].[F:3][C:4]([F:32])([F:31])[C:5]1[CH:30]=[CH:29][CH:28]=[CH:27][C:6]=1[C:7]([N:9]1[CH2:14][CH2:13][N:12]([C:15]2[N:20]=[N:19][C:18]([N:21]3[CH2:25][CH2:24][NH:23][C:22]3=[O:26])=[CH:17][CH:16]=2)[CH2:11][CH2:10]1)=[O:8], predict the reaction product. The product is: [CH3:2][N:23]1[CH2:24][CH2:25][N:21]([C:18]2[N:19]=[N:20][C:15]([N:12]3[CH2:11][CH2:10][N:9]([C:7](=[O:8])[C:6]4[CH:27]=[CH:28][CH:29]=[CH:30][C:5]=4[C:4]([F:3])([F:31])[F:32])[CH2:14][CH2:13]3)=[CH:16][CH:17]=2)[C:22]1=[O:26].